Dataset: Peptide-MHC class II binding affinity with 134,281 pairs from IEDB. Task: Regression. Given a peptide amino acid sequence and an MHC pseudo amino acid sequence, predict their binding affinity value. This is MHC class II binding data. (1) The peptide sequence is GKEELQEIPTMLKKG. The MHC is HLA-DQA10501-DQB10302 with pseudo-sequence HLA-DQA10501-DQB10302. The binding affinity (normalized) is 0.296. (2) The peptide sequence is SQDKELSWNLNGLQAY. The MHC is DRB1_1302 with pseudo-sequence DRB1_1302. The binding affinity (normalized) is 0.594. (3) The peptide sequence is FAEVLKDAIKDLVMTKPAPTCNIR. The MHC is DRB1_0101 with pseudo-sequence DRB1_0101. The binding affinity (normalized) is 0.614. (4) The peptide sequence is DLDKKETVWHLEE. The MHC is HLA-DPA10103-DPB10401 with pseudo-sequence HLA-DPA10103-DPB10401. The binding affinity (normalized) is 0. (5) The peptide sequence is AFAATHNPWASQEG. The MHC is DRB5_0101 with pseudo-sequence DRB5_0101. The binding affinity (normalized) is 0.321. (6) The peptide sequence is IYECKGVTVKDVTIT. The MHC is HLA-DPA10103-DPB10402 with pseudo-sequence HLA-DPA10103-DPB10402. The binding affinity (normalized) is 0.189. (7) The peptide sequence is EKDYFAATQFEPLAA. The MHC is DRB1_1602 with pseudo-sequence DRB1_1602. The binding affinity (normalized) is 0.416. (8) The peptide sequence is ITKGKVDPTDYFRNE. The MHC is HLA-DQA10501-DQB10301 with pseudo-sequence HLA-DQA10501-DQB10301. The binding affinity (normalized) is 0.272. (9) The peptide sequence is LHDLKIAIANIIDEI. The MHC is DRB1_0401 with pseudo-sequence DRB1_0401. The binding affinity (normalized) is 0.572. (10) The peptide sequence is GDKVAYALAQGLKVI. The binding affinity (normalized) is 0.559. The MHC is DRB3_0202 with pseudo-sequence DRB3_0202.